This data is from Peptide-MHC class I binding affinity with 185,985 pairs from IEDB/IMGT. The task is: Regression. Given a peptide amino acid sequence and an MHC pseudo amino acid sequence, predict their binding affinity value. This is MHC class I binding data. (1) The peptide sequence is SSSLDQTHIK. The MHC is HLA-A31:01 with pseudo-sequence HLA-A31:01. The binding affinity (normalized) is 0.375. (2) The peptide sequence is WANDFNHHY. The MHC is HLA-B51:01 with pseudo-sequence HLA-B51:01. The binding affinity (normalized) is 0.0847. (3) The peptide sequence is ASPLYIPVI. The MHC is Mamu-A11 with pseudo-sequence Mamu-A11. The binding affinity (normalized) is 0.0247.